From a dataset of Reaction yield outcomes from USPTO patents with 853,638 reactions. Predict the reaction yield, written as a fraction of the theoretical maximum amount of product (1.0 means a 100% yield; for example, 0.34 means a 34% yield). (1) The reactants are [CH3:1][C:2]1[C:14]2[C:5](=[N:6][C:7]3[C:12]([C:13]=2[NH2:15])=[CH:11][CH:10]=[CH:9][CH:8]=3)[N:4]([C:16]2[CH:21]=[CH:20][CH:19]=[CH:18][N:17]=2)[N:3]=1.[ClH:22].C(OCC)(=O)C. The catalyst is C(O)C. The product is [ClH:22].[CH3:1][C:2]1[C:14]2[C:5](=[N:6][C:7]3[C:12]([C:13]=2[NH2:15])=[CH:11][CH:10]=[CH:9][CH:8]=3)[N:4]([C:16]2[CH:21]=[CH:20][CH:19]=[CH:18][N:17]=2)[N:3]=1. The yield is 0.800. (2) The reactants are [OH:1][CH:2]([C:21]1[CH:22]=[CH:23][C:24]2[O:29][CH2:28][C:27](=[O:30])[NH:26][C:25]=2[CH:31]=1)[CH2:3][N:4]1[CH2:9][CH2:8][N:7]([C:10]2[CH:19]=[CH:18][CH:17]=[C:16]3[C:11]=2[CH:12]=[CH:13][C:14]([CH3:20])=[N:15]3)[CH2:6][CH2:5]1.[C:32]1(C)C=CC(S(O)(=O)=O)=CC=1. The catalyst is CO. The product is [CH3:32][O:1][CH:2]([C:21]1[CH:22]=[CH:23][C:24]2[O:29][CH2:28][C:27](=[O:30])[NH:26][C:25]=2[CH:31]=1)[CH2:3][N:4]1[CH2:9][CH2:8][N:7]([C:10]2[CH:19]=[CH:18][CH:17]=[C:16]3[C:11]=2[CH:12]=[CH:13][C:14]([CH3:20])=[N:15]3)[CH2:6][CH2:5]1. The yield is 0.660. (3) The reactants are C(=O)([O:7][C:8]1[CH:13]=[CH:12][C:11]([F:14])=[C:10]([C:15]([C:17]2[CH:18]=[C:19]3[C:24](=[CH:25][CH:26]=2)[N:23]=[CH:22][C:21](Cl)=[N:20]3)=[O:16])[C:9]=1[F:28])OC(C)(C)C.Cl.[O:31]1CCOC[CH2:32]1. The catalyst is CO. The product is [F:28][C:9]1[C:8]([OH:7])=[CH:13][CH:12]=[C:11]([F:14])[C:10]=1[C:15]([C:17]1[CH:18]=[C:19]2[C:24](=[CH:25][CH:26]=1)[N:23]=[CH:22][C:21]([O:31][CH3:32])=[N:20]2)=[O:16]. The yield is 0.490. (4) The reactants are Cl[CH2:2][C:3]1[CH:13]=[CH:12][C:6]2[O:7][C:8]([F:11])([F:10])[O:9][C:5]=2[CH:4]=1.[C-:14]#[N:15].[Na+].O.CC(OC)(C)C. The catalyst is CS(C)=O. The product is [F:10][C:8]1([F:11])[O:7][C:6]2[CH:12]=[CH:13][C:3]([CH2:2][C:14]#[N:15])=[CH:4][C:5]=2[O:9]1. The yield is 0.950.